Task: Predict which catalyst facilitates the given reaction.. Dataset: Catalyst prediction with 721,799 reactions and 888 catalyst types from USPTO (1) Reactant: [Cl:1][C:2]1[C:11]2[C:6](=[CH:7][CH:8]=[C:9]([C:12]([OH:30])([C:24]3[N:28]([CH3:29])[N:27]=[N:26][CH:25]=3)[CH:13]3[CH2:16][N:15](C(OC(C)(C)C)=O)[CH2:14]3)[CH:10]=2)[N:5]=[C:4]([CH2:31][CH3:32])[C:3]=1[O:33][CH2:34][CH:35]1[CH2:37][CH2:36]1.C(O)(C(F)(F)F)=O. Product: [NH:15]1[CH2:16][CH:13]([C:12]([C:9]2[CH:10]=[C:11]3[C:6](=[CH:7][CH:8]=2)[N:5]=[C:4]([CH2:31][CH3:32])[C:3]([O:33][CH2:34][CH:35]2[CH2:37][CH2:36]2)=[C:2]3[Cl:1])([C:24]2[N:28]([CH3:29])[N:27]=[N:26][CH:25]=2)[OH:30])[CH2:14]1. The catalyst class is: 2. (2) Reactant: [Cl-].[Cl-].[Cl-].[Al+3].[Cl:5][CH2:6][C:7](Cl)=[O:8].[CH3:10][C:11]1[CH:16]=[CH:15][C:14]([CH3:17])=[CH:13][C:12]=1[OH:18]. Product: [Cl:5][CH2:6][C:7]([C:15]1[CH:16]=[C:11]([CH3:10])[C:12]([OH:18])=[CH:13][C:14]=1[CH3:17])=[O:8]. The catalyst class is: 534.